Dataset: Forward reaction prediction with 1.9M reactions from USPTO patents (1976-2016). Task: Predict the product of the given reaction. (1) The product is: [CH2:23]([C:20]1[O:19][C:18]([C@@H:13]2[C@@H:14]([OH:17])[C@@H:15]([OH:16])[C@H:11]([N:6]3[CH:5]=[N:4][C:3]4[C:7]3=[N:8][CH:9]=[N:10][C:2]=4[NH:35][CH:36]3[CH2:41][CH2:40][O:39][CH2:38][CH2:37]3)[O:12]2)=[N:22][CH:21]=1)[CH3:24]. Given the reactants Cl[C:2]1[N:10]=[CH:9][N:8]=[C:7]2[C:3]=1[N:4]=[CH:5][N:6]2[C@H:11]1[C@H:15]([OH:16])[C@H:14]([OH:17])[C@@H:13]([C:18]2[O:19][C:20]([CH2:23][CH3:24])=[CH:21][N:22]=2)[O:12]1.C(N(C(C)C)CC)(C)C.Cl.[NH2:35][CH:36]1[CH2:41][CH2:40][O:39][CH2:38][CH2:37]1, predict the reaction product. (2) Given the reactants [Cl:1][C:2]1[CH:3]=[C:4]([NH:13][CH2:14][CH:15]([CH3:17])[CH3:16])[C:5]([CH3:12])=[C:6]([CH:11]=1)[C:7]([O:9][CH3:10])=[O:8].[C:18](=O)([O-])[O-].[Cs+].[Cs+].CI, predict the reaction product. The product is: [Cl:1][C:2]1[CH:3]=[C:4]([N:13]([CH2:14][CH:15]([CH3:17])[CH3:16])[CH3:18])[C:5]([CH3:12])=[C:6]([CH:11]=1)[C:7]([O:9][CH3:10])=[O:8]. (3) Given the reactants [NH2:1][N:2]1[N:11]=[C:10]([C:12]2[CH:17]=[CH:16][C:15]([F:18])=[CH:14][CH:13]=2)[C:9]2[C:4](=[CH:5][CH:6]=[CH:7][CH:8]=2)[C:3]1=[O:19].[Cl:20][C:21]1[CH:26]=[CH:25][C:24]([CH2:27][C:28](O)=[O:29])=[CH:23][CH:22]=1, predict the reaction product. The product is: [Cl:20][C:21]1[CH:26]=[CH:25][C:24]([CH2:27][C:28]([NH:1][N:2]2[N:11]=[C:10]([C:12]3[CH:17]=[CH:16][C:15]([F:18])=[CH:14][CH:13]=3)[C:9]3[C:4](=[CH:5][CH:6]=[CH:7][CH:8]=3)[C:3]2=[O:19])=[O:29])=[CH:23][CH:22]=1.